This data is from Forward reaction prediction with 1.9M reactions from USPTO patents (1976-2016). The task is: Predict the product of the given reaction. (1) Given the reactants [CH3:1][C:2]1([C:5]#[C:6][C:7]2[CH:12]=[C:11]([N+:13]([O-:15])=[O:14])[CH:10]=[CH:9][C:8]=2[NH:16]C(=O)CCC)[CH2:4][CH2:3]1.CCCC[N+](CCCC)(CCCC)CCCC.[F-], predict the reaction product. The product is: [CH3:1][C:2]1([C:5]2[NH:16][C:8]3[C:7]([CH:6]=2)=[CH:12][C:11]([N+:13]([O-:15])=[O:14])=[CH:10][CH:9]=3)[CH2:4][CH2:3]1. (2) Given the reactants [CH:1]1([CH:7]([NH:18][C:19]2[CH:27]=[CH:26][C:22]([C:23](O)=[O:24])=[CH:21][CH:20]=2)[C:8]2[O:16][C:15]3[C:10](=[N:11][CH:12]=[CH:13][CH:14]=3)[C:9]=2[CH3:17])[CH2:6][CH2:5][CH2:4][CH2:3][CH2:2]1.Cl.[CH2:29]([O:31][C:32](=[O:36])[CH2:33][CH2:34][NH2:35])[CH3:30].O.ON1C2C=CC=CC=2N=N1.Cl.C(N=C=NCCCN(C)C)C.[Cl-].[NH4+], predict the reaction product. The product is: [CH:1]1([CH:7]([NH:18][C:19]2[CH:20]=[CH:21][C:22]([C:23]([NH:35][CH2:34][CH2:33][C:32]([O:31][CH2:29][CH3:30])=[O:36])=[O:24])=[CH:26][CH:27]=2)[C:8]2[O:16][C:15]3[C:10](=[N:11][CH:12]=[CH:13][CH:14]=3)[C:9]=2[CH3:17])[CH2:6][CH2:5][CH2:4][CH2:3][CH2:2]1. (3) Given the reactants C(N(C(C)C)CC)(C)C.C1CN([P+](ON2N=NC3C=CC=CC2=3)(N2CCCC2)N2CCCC2)CC1.F[P-](F)(F)(F)(F)F.[NH:43]1[CH2:48][CH2:47][C:46]2([C:56]3[C:51](=[CH:52][CH:53]=[CH:54][CH:55]=3)[NH:50][C:49]2=[O:57])[CH2:45][CH2:44]1.[Br:58][CH2:59][CH2:60][CH2:61][CH2:62][CH2:63][CH2:64][CH2:65][C:66](O)=[O:67], predict the reaction product. The product is: [Br:58][CH2:59][CH2:60][CH2:61][CH2:62][CH2:63][CH2:64][CH2:65][C:66]([N:43]1[CH2:48][CH2:47][C:46]2([C:56]3[C:51](=[CH:52][CH:53]=[CH:54][CH:55]=3)[NH:50][C:49]2=[O:57])[CH2:45][CH2:44]1)=[O:67]. (4) The product is: [Si:1]([O:8][C:9]1[CH:31]=[C:13]([NH:14][C:15]([O:17][CH2:18][CH:19]2[CH2:24][CH2:23][N:22]([C:25]3[CH:26]=[CH:27][N:28]=[CH:29][CH:30]=3)[CH2:21][CH2:20]2)=[O:16])[C:12]([NH2:32])=[CH:11][CH:10]=1)([C:4]([CH3:7])([CH3:5])[CH3:6])([CH3:3])[CH3:2]. Given the reactants [Si:1]([O:8][C:9]1[CH:10]=[CH:11][C:12]([N:32]2C(=O)C3=CC=CC=C3C2=O)=[C:13]([CH:31]=1)[NH:14][C:15]([O:17][CH2:18][CH:19]1[CH2:24][CH2:23][N:22]([C:25]2[CH:30]=[CH:29][N:28]=[CH:27][CH:26]=2)[CH2:21][CH2:20]1)=[O:16])([C:4]([CH3:7])([CH3:6])[CH3:5])([CH3:3])[CH3:2], predict the reaction product. (5) Given the reactants [Cl:1][C:2]1[CH:3]=[C:4]([CH2:14][C:15]2[O:19][C:18]([C:20]([OH:22])=O)=[CH:17][CH:16]=2)[C:5]2[O:9][C:8]([CH:10]([CH3:12])[CH3:11])=[CH:7][C:6]=2[CH:13]=1.C(Cl)(=O)C([Cl:26])=O, predict the reaction product. The product is: [Cl:1][C:2]1[CH:3]=[C:4]([CH2:14][C:15]2[O:19][C:18]([C:20]([Cl:26])=[O:22])=[CH:17][CH:16]=2)[C:5]2[O:9][C:8]([CH:10]([CH3:12])[CH3:11])=[CH:7][C:6]=2[CH:13]=1.